Dataset: Reaction yield outcomes from USPTO patents with 853,638 reactions. Task: Predict the reaction yield, written as a fraction of the theoretical maximum amount of product (1.0 means a 100% yield; for example, 0.34 means a 34% yield). (1) The reactants are [CH2:1]([C:8]1[CH:20]=[CH:19][C:11]([O:12][CH2:13][C@@H:14]2[CH2:18][CH2:17][CH2:16][NH:15]2)=[CH:10][CH:9]=1)[C:2]1[CH:7]=[CH:6][CH:5]=[CH:4][CH:3]=1.CN(C=O)C.Br[CH2:27][CH2:28][C:29]([O:31][CH3:32])=[O:30].C(=O)([O-])[O-].[K+].[K+]. The catalyst is O. The product is [CH3:32][O:31][C:29](=[O:30])[CH2:28][CH2:27][N:15]1[CH2:16][CH2:17][CH2:18][C@H:14]1[CH2:13][O:12][C:11]1[CH:19]=[CH:20][C:8]([CH2:1][C:2]2[CH:3]=[CH:4][CH:5]=[CH:6][CH:7]=2)=[CH:9][CH:10]=1. The yield is 0.140. (2) The reactants are [N:1]1[CH:6]=[CH:5][CH:4]=[CH:3][C:2]=1[CH2:7][NH:8][C:9]([C:11]([O:13][CH2:14][CH3:15])=[O:12])=O.O=P12OP3(OP(OP(O3)(O1)=O)(=O)O2)=O. The catalyst is P(Cl)(Cl)(Cl)=O. The product is [CH:7]1[N:8]=[C:9]([C:11]([O:13][CH2:14][CH3:15])=[O:12])[N:1]2[CH:6]=[CH:5][CH:4]=[CH:3][C:2]=12. The yield is 0.700. (3) The reactants are [NH2:1][C:2]1[CH:7]=[CH:6][C:5]([OH:8])=[CH:4][CH:3]=1.[C@@H:9]12[C:18](=O)[O:17][C:15](=[O:16])[C@@H:10]1[CH2:11][CH2:12][CH2:13][CH2:14]2.C. The catalyst is C(O)C. The product is [OH:8][C:5]1[CH:6]=[CH:7][C:2]([N:1]2[C:15](=[O:16])[C@H:10]3[C@H:9]([CH2:14][CH2:13][CH2:12][CH2:11]3)[C:18]2=[O:17])=[CH:3][CH:4]=1. The yield is 0.690. (4) The reactants are Br[C:2]1[CH:3]=[C:4]([N:8]2[C:16]3[CH2:15][CH2:14][CH2:13][CH:12]([OH:17])[C:11]=3[C:10]([C:18]([O:20][CH2:21][CH3:22])=[O:19])=[N:9]2)[CH:5]=[CH:6][CH:7]=1.[C:23]([C@:25]1([OH:32])[CH2:29][CH2:28][N:27]([CH3:30])[C:26]1=[O:31])#[CH:24]. No catalyst specified. The product is [OH:17][CH:12]1[CH2:13][CH2:14][CH2:15][C:16]2[N:8]([C:4]3[CH:5]=[CH:6][CH:7]=[C:2]([C:24]#[C:23][C@:25]4([OH:32])[CH2:29][CH2:28][N:27]([CH3:30])[C:26]4=[O:31])[CH:3]=3)[N:9]=[C:10]([C:18]([O:20][CH2:21][CH3:22])=[O:19])[C:11]1=2. The yield is 0.700. (5) The reactants are [N+:1]([C:4]1[CH:5]=[C:6]([C:10]2[C:14]([C:15]3[CH:20]=[CH:19][N:18]=[CH:17][CH:16]=3)=[CH:13][NH:12][N:11]=2)[CH:7]=[CH:8][CH:9]=1)([O-])=O. The product is [N:18]1[CH:17]=[CH:16][C:15]([C:14]2[C:10]([C:6]3[CH:5]=[C:4]([NH2:1])[CH:9]=[CH:8][CH:7]=3)=[N:11][NH:12][CH:13]=2)=[CH:20][CH:19]=1. The catalyst is CO.[Pd]. The yield is 0.980.